This data is from Full USPTO retrosynthesis dataset with 1.9M reactions from patents (1976-2016). The task is: Predict the reactants needed to synthesize the given product. (1) Given the product [Br:43][C:9]1([O:18][CH2:17][C@:15]([C:19](=[O:26])[C:20]2[CH:25]=[CH:24][CH:23]=[CH:22][CH:21]=2)([OH:16])[C@:13]([C:27](=[O:34])[C:28]2[CH:33]=[CH:32][CH:31]=[CH:30][CH:29]=2)([OH:14])[C@@:11]1([C:35](=[O:42])[C:36]1[CH:41]=[CH:40][CH:39]=[CH:38][CH:37]=1)[OH:12])[OH:10], predict the reactants needed to synthesize it. The reactants are: C([C:9]1([O:18][CH2:17][C@:15]([C:19](=[O:26])[C:20]2[CH:25]=[CH:24][CH:23]=[CH:22][CH:21]=2)([OH:16])[C@:13]([C:27](=[O:34])[C:28]2[CH:33]=[CH:32][CH:31]=[CH:30][CH:29]=2)([OH:14])[C@@:11]1([C:35](=[O:42])[C:36]1[CH:41]=[CH:40][CH:39]=[CH:38][CH:37]=1)[OH:12])[OH:10])(=O)C1C=CC=CC=1.[BrH:43].C(O)(=O)C.ClCCl. (2) Given the product [F:30][C@H:10]1[C@@H:11]([C:14]2[N:15]([CH2:27][CH2:28][NH:36][CH:37]([CH3:39])[CH3:38])[CH:16]=[C:17]([C:19]3[CH:24]=[CH:23][C:22]([F:25])=[C:21]([CH3:26])[CH:20]=3)[N:18]=2)[CH2:12][CH2:13][N:8]([C:4]2[N:5]=[CH:6][N:7]=[C:2]([NH2:1])[C:3]=2[CH:31]([CH3:33])[CH3:32])[CH2:9]1, predict the reactants needed to synthesize it. The reactants are: [NH2:1][C:2]1[N:7]=[CH:6][N:5]=[C:4]([N:8]2[CH2:13][CH2:12][C@H:11]([C:14]3[N:15]([CH2:27][CH2:28]O)[CH:16]=[C:17]([C:19]4[CH:24]=[CH:23][C:22]([F:25])=[C:21]([CH3:26])[CH:20]=4)[N:18]=3)[C@H:10]([F:30])[CH2:9]2)[C:3]=1[CH:31]([CH3:33])[CH3:32].C([N:36](C(C)C)[CH:37]([CH3:39])[CH3:38])C.CS(Cl)(=O)=O.C(N)(C)C. (3) Given the product [N:14]1[C:13]2[NH:9][CH:10]=[CH:11][C:12]=2[C:17]([C:18]2[CH:19]=[N:20][N:21]([C@@H:23]([CH:27]3[CH2:31][CH2:30][CH2:29][CH2:28]3)[CH2:24][C:25]#[N:26])[CH:22]=2)=[CH:16][N:15]=1, predict the reactants needed to synthesize it. The reactants are: C(OC[N:9]1[C:13]2[N:14]=[N:15][CH:16]=[C:17]([C:18]3[CH:19]=[N:20][N:21]([C@@H:23]([CH:27]4[CH2:31][CH2:30][CH2:29][CH2:28]4)[CH2:24][C:25]#[N:26])[CH:22]=3)[C:12]=2[CH:11]=[CH:10]1)(=O)C(C)(C)C.[OH-].[Na+]. (4) The reactants are: [O:1]1[C:5]2=[C:6]3[C:11](=[CH:12][CH:13]=[C:4]2[CH2:3][CH2:2]1)[C:10](O)=[N:9][CH:8]=[CH:7]3.O=P(Cl)(Cl)[Cl:17]. Given the product [Cl:17][C:10]1[C:11]2[C:6](=[C:5]3[O:1][CH2:2][CH2:3][C:4]3=[CH:13][CH:12]=2)[CH:7]=[CH:8][N:9]=1, predict the reactants needed to synthesize it.